From a dataset of Peptide-MHC class I binding affinity with 185,985 pairs from IEDB/IMGT. Regression. Given a peptide amino acid sequence and an MHC pseudo amino acid sequence, predict their binding affinity value. This is MHC class I binding data. (1) The peptide sequence is KTDVIDLLY. The MHC is HLA-B57:01 with pseudo-sequence HLA-B57:01. The binding affinity (normalized) is 0.561. (2) The peptide sequence is VMNSNTLLSAW. The MHC is HLA-A68:02 with pseudo-sequence HLA-A68:02. The binding affinity (normalized) is 0. (3) The peptide sequence is DVMLVTLPV. The MHC is HLA-A03:01 with pseudo-sequence HLA-A03:01. The binding affinity (normalized) is 0.321. (4) The peptide sequence is YPFHIFYPV. The MHC is HLA-C05:01 with pseudo-sequence HLA-C05:01. The binding affinity (normalized) is 0.0847.